The task is: Binary Classification. Given a drug SMILES string, predict its activity (active/inactive) in a high-throughput screening assay against a specified biological target.. This data is from HIV replication inhibition screening data with 41,000+ compounds from the AIDS Antiviral Screen. (1) The drug is O=c1c(-c2ccccc2)c2oc(c1-c1ccccc1)CS(=O)(=O)CCC2. The result is 0 (inactive). (2) The compound is c1ccc(C2=NCCN2)c(C2=NCCN2)c1. The result is 0 (inactive). (3) The drug is CCCCCC1OC1(c1cc(Br)c(OC)c(C(=O)OC)c1)c1cc(Br)c(OC)c(C(=O)OC)c1. The result is 0 (inactive). (4) The compound is O=C1C(=Cc2ccc(O)c(CN3CCCCC3)c2)CCCC1=Cc1ccc(O)c(CN2CCCCC2)c1. The result is 0 (inactive). (5) The drug is COC(=O)C(Cc1c[nH]c2ccccc12)NP(=O)(O)OCC1OC(n2ccc(=N)[nH]c2=O)C(O)C1O. The result is 0 (inactive).